From a dataset of NCI-60 drug combinations with 297,098 pairs across 59 cell lines. Regression. Given two drug SMILES strings and cell line genomic features, predict the synergy score measuring deviation from expected non-interaction effect. (1) Drug 1: CCC(=C(C1=CC=CC=C1)C2=CC=C(C=C2)OCCN(C)C)C3=CC=CC=C3.C(C(=O)O)C(CC(=O)O)(C(=O)O)O. Drug 2: CCC1(C2=C(COC1=O)C(=O)N3CC4=CC5=C(C=CC(=C5CN(C)C)O)N=C4C3=C2)O.Cl. Cell line: TK-10. Synergy scores: CSS=35.4, Synergy_ZIP=-7.51, Synergy_Bliss=2.50, Synergy_Loewe=-9.78, Synergy_HSA=3.85. (2) Drug 1: C1=C(C(=O)NC(=O)N1)F. Drug 2: CC=C1C(=O)NC(C(=O)OC2CC(=O)NC(C(=O)NC(CSSCCC=C2)C(=O)N1)C(C)C)C(C)C. Synergy scores: CSS=65.7, Synergy_ZIP=3.23, Synergy_Bliss=-5.36, Synergy_Loewe=-5.05, Synergy_HSA=-3.48. Cell line: MOLT-4.